Dataset: Catalyst prediction with 721,799 reactions and 888 catalyst types from USPTO. Task: Predict which catalyst facilitates the given reaction. (1) Reactant: [S:1]1[CH:5]=[C:4]([C:6](=[O:12])[CH2:7][CH2:8][N:9]([CH3:11])[CH3:10])[C:3]2[CH:13]=[CH:14][CH:15]=[CH:16][C:2]1=2.[BH4-].[Na+]. Product: [S:1]1[CH:5]=[C:4]([CH:6]([OH:12])[CH2:7][CH2:8][N:9]([CH3:11])[CH3:10])[C:3]2[CH:13]=[CH:14][CH:15]=[CH:16][C:2]1=2. The catalyst class is: 8. (2) Reactant: [NH:1]1[CH:5]=[CH:4][CH:3]=[N:2]1.[H-].[Na+].[F:8][CH:9]([F:17])/[CH:10]=[CH:11]/[C:12]([O:14]CC)=[O:13]. Product: [F:8][CH:9]([F:17])[CH:10]([N:1]1[CH:5]=[CH:4][CH:3]=[N:2]1)[CH2:11][C:12]([OH:14])=[O:13]. The catalyst class is: 7. (3) Reactant: [C:1]([C:5]1[N:10]=[C:9]([NH:11][CH2:12][C:13]2[O:14][CH:15]=[CH:16][CH:17]=2)[C:8]([C:18]([N:20]([CH2:36][CH:37]([CH3:39])[CH3:38])[CH:21]2[CH2:26][CH:25]([CH2:27][OH:28])[CH2:24][N:23]([C:29]([O:31][C:32]([CH3:35])([CH3:34])[CH3:33])=[O:30])[CH2:22]2)=[O:19])=[CH:7][N:6]=1)([CH3:4])([CH3:3])[CH3:2].C(N(CC)CC)C.[CH3:47][S:48](Cl)(=[O:50])=[O:49]. Product: [C:1]([C:5]1[N:10]=[C:9]([NH:11][CH2:12][C:13]2[O:14][CH:15]=[CH:16][CH:17]=2)[C:8]([C:18]([N:20]([CH2:36][CH:37]([CH3:39])[CH3:38])[CH:21]2[CH2:26][CH:25]([CH2:27][O:28][S:48]([CH3:47])(=[O:50])=[O:49])[CH2:24][N:23]([C:29]([O:31][C:32]([CH3:35])([CH3:34])[CH3:33])=[O:30])[CH2:22]2)=[O:19])=[CH:7][N:6]=1)([CH3:4])([CH3:3])[CH3:2]. The catalyst class is: 20. (4) Reactant: C[O:2][C:3]([C:5]12[CH2:12][CH2:11][C:8]([C:13](=O)[N:14]([C:22]3[C:23](=[O:36])[N:24]([CH2:33][CH2:34][CH3:35])[C:25](=[O:32])[N:26]([CH2:29][CH2:30][CH3:31])[C:27]=3[NH2:28])[CH2:15][C:16]3[CH:21]=[CH:20][CH:19]=[CH:18][CH:17]=3)([CH2:9][CH2:10]1)[CH2:7][CH2:6]2)=[O:4].[OH-].[K+]. Product: [CH2:15]([N:14]1[C:22]2[C:23](=[O:36])[N:24]([CH2:33][CH2:34][CH3:35])[C:25](=[O:32])[N:26]([CH2:29][CH2:30][CH3:31])[C:27]=2[N:28]=[C:13]1[C:8]12[CH2:7][CH2:6][C:5]([C:3]([OH:2])=[O:4])([CH2:12][CH2:11]1)[CH2:10][CH2:9]2)[C:16]1[CH:21]=[CH:20][CH:19]=[CH:18][CH:17]=1. The catalyst class is: 378. (5) Reactant: [Br:1][C:2]1[CH:7]=[C:6]([S:8]([CH2:11][CH3:12])(=[O:10])=[O:9])[CH:5]=[CH:4][C:3]=1F.[F:14][C:15]1[CH:20]=[C:19]([F:21])[CH:18]=[CH:17][C:16]=1[OH:22].C([O-])([O-])=O.[Cs+].[Cs+].CC(=O)OCC. Product: [Br:1][C:2]1[CH:7]=[C:6]([S:8]([CH2:11][CH3:12])(=[O:10])=[O:9])[CH:5]=[CH:4][C:3]=1[O:22][C:16]1[CH:17]=[CH:18][C:19]([F:21])=[CH:20][C:15]=1[F:14]. The catalyst class is: 16. (6) The catalyst class is: 4. Reactant: C(OC(=O)[NH:7][C@@H:8]([CH3:19])[C@H:9]([OH:18])[C:10]1[CH:15]=[CH:14][CH:13]=[C:12]([O:16][CH3:17])[CH:11]=1)(C)(C)C.O.C(O)(C(F)(F)F)=O. Product: [NH2:7][C@@H:8]([CH3:19])[C@@H:9]([C:10]1[CH:15]=[CH:14][CH:13]=[C:12]([O:16][CH3:17])[CH:11]=1)[OH:18]. (7) Reactant: C(=O)([O-])[O-].[K+].[K+].FC(F)(F)C(O)=O.[Cl:14][C:15]1[CH:16]=[C:17]([CH:38]=[CH:39][C:40]=1[F:41])[NH:18][C:19]1[C:28]2[C:23](=[CH:24][C:25]([OH:37])=[CH:26][C:27]=2[O:29][CH:30]2[CH2:35][CH2:34][N:33]([CH3:36])[CH2:32][CH2:31]2)[N:22]=[CH:21][N:20]=1.[C:42]([O:46][C:47]([N:49]1[CH2:54][CH2:53][CH:52]([CH2:55]OS(C2C=CC(C)=CC=2)(=O)=O)[CH2:51][CH2:50]1)=[O:48])([CH3:45])([CH3:44])[CH3:43].O. Product: [C:42]([O:46][C:47]([N:49]1[CH2:54][CH2:53][CH:52]([CH2:55][O:37][C:25]2[CH:24]=[C:23]3[C:28]([C:19]([NH:18][C:17]4[CH:38]=[CH:39][C:40]([F:41])=[C:15]([Cl:14])[CH:16]=4)=[N:20][CH:21]=[N:22]3)=[C:27]([O:29][CH:30]3[CH2:31][CH2:32][N:33]([CH3:36])[CH2:34][CH2:35]3)[CH:26]=2)[CH2:51][CH2:50]1)=[O:48])([CH3:45])([CH3:43])[CH3:44]. The catalyst class is: 44.